From a dataset of Reaction yield outcomes from USPTO patents with 853,638 reactions. Predict the reaction yield, written as a fraction of the theoretical maximum amount of product (1.0 means a 100% yield; for example, 0.34 means a 34% yield). (1) The yield is 1.00. The catalyst is O.CCOC(C)=O. The reactants are [NH2:1][C:2]1[N:10]=[C:9](Cl)[N:8]=[C:7]2[C:3]=1[N:4]=[CH:5][N:6]2[CH2:12][C:13]1[CH:27]=[CH:26][C:16]([CH2:17][P:18](=[O:25])([O:22][CH2:23][CH3:24])[O:19][CH2:20][CH3:21])=[CH:15][CH:14]=1.[H-].[Na+].[CH3:30][O:31][CH2:32][CH2:33][OH:34]. The product is [NH2:1][C:2]1[N:10]=[C:9]([O:34][CH2:33][CH2:32][O:31][CH3:30])[N:8]=[C:7]2[C:3]=1[N:4]=[CH:5][N:6]2[CH2:12][C:13]1[CH:27]=[CH:26][C:16]([CH2:17][P:18](=[O:25])([O:22][CH2:23][CH3:24])[O:19][CH2:20][CH3:21])=[CH:15][CH:14]=1. (2) The reactants are [Br:1][C:2]1[CH:3]=[C:4]2[C:8](=[CH:9][CH:10]=1)[N:7]([C:11]([N:13]([CH3:15])[CH3:14])=[O:12])[CH:6]=[C:5]2[CH:16]=[O:17].CC1C=CC(S([CH2:28][N+:29]#[C-:30])(=O)=O)=CC=1.C1CCN2C(=NCCC2)CC1. The catalyst is COCCOC. The product is [Br:1][C:2]1[CH:3]=[C:4]2[C:8](=[CH:9][CH:10]=1)[N:7]([C:11]([N:13]([CH3:14])[CH3:15])=[O:12])[CH:6]=[C:5]2[C:16]1[O:17][CH:30]=[N:29][CH:28]=1. The yield is 0.696. (3) The reactants are Cl.[Cl:2][C:3]1[CH:8]=[CH:7][C:6]([C:9]2[S:13][C:12]([C@@H:14]([NH:16]C(=O)OC(C)(C)C)[CH3:15])=[N:11][N:10]=2)=[CH:5][CH:4]=1. The catalyst is O1CCOCC1. The product is [Cl:2][C:3]1[CH:4]=[CH:5][C:6]([C:9]2[S:13][C:12]([C@@H:14]([NH2:16])[CH3:15])=[N:11][N:10]=2)=[CH:7][CH:8]=1. The yield is 0.970.